The task is: Binary Classification. Given a T-cell receptor sequence (or CDR3 region) and an epitope sequence, predict whether binding occurs between them.. This data is from TCR-epitope binding with 47,182 pairs between 192 epitopes and 23,139 TCRs. (1) The epitope is KLGGALQAK. The TCR CDR3 sequence is CASSREYNSPLHF. Result: 0 (the TCR does not bind to the epitope). (2) Result: 1 (the TCR binds to the epitope). The epitope is RAKFKQLL. The TCR CDR3 sequence is CASSSRSEGSYEQYF. (3) The epitope is RLDKVEAEV. The TCR CDR3 sequence is CASSLGVNTIYF. Result: 0 (the TCR does not bind to the epitope).